From a dataset of Catalyst prediction with 721,799 reactions and 888 catalyst types from USPTO. Predict which catalyst facilitates the given reaction. (1) Reactant: [OH:1][CH:2]1[C:6]2([CH2:11][CH2:10][N:9](C(OC(C)(C)C)=O)[CH2:8][CH2:7]2)[O:5][CH2:4][CH2:3]1.[F:19][C:20]([F:25])([F:24])[C:21]([OH:23])=[O:22]. Product: [F:19][C:20]([F:25])([F:24])[C:21]([OH:23])=[O:22].[OH:1][CH:2]1[C:6]2([CH2:11][CH2:10][NH:9][CH2:8][CH2:7]2)[O:5][CH2:4][CH2:3]1. The catalyst class is: 4. (2) Reactant: [F:1][C:2]1[CH:7]=[CH:6][CH:5]=[CH:4][C:3]=1[C:8]1[N:12]([S:13]([C:16]2[CH:21]=[CH:20][CH:19]=[C:18]([O:22]C3CCCCO3)[CH:17]=2)(=[O:15])=[O:14])[CH:11]=[C:10]([CH2:29][N:30]([CH3:38])[C:31](=[O:37])[O:32][C:33]([CH3:36])([CH3:35])[CH3:34])[CH:9]=1.C1(C)C=CC(S(O)(=O)=O)=CC=1. Product: [F:1][C:2]1[CH:7]=[CH:6][CH:5]=[CH:4][C:3]=1[C:8]1[N:12]([S:13]([C:16]2[CH:21]=[CH:20][CH:19]=[C:18]([OH:22])[CH:17]=2)(=[O:14])=[O:15])[CH:11]=[C:10]([CH2:29][N:30]([CH3:38])[C:31](=[O:37])[O:32][C:33]([CH3:34])([CH3:35])[CH3:36])[CH:9]=1. The catalyst class is: 5. (3) Reactant: [CH2:1](Cl)[C:2]#[CH:3].[NH:5]1[CH2:10][CH2:9][CH2:8][CH2:7][CH2:6]1. Product: [CH2:1]([N:5]1[CH2:10][CH2:9][CH2:8][CH2:7][CH2:6]1)[C:2]#[CH:3]. The catalyst class is: 5. (4) Product: [CH3:1][O:2][C:3]1[CH:8]=[C:7]([N:9]2[CH2:14][CH2:13][CH:12]([N:15]3[CH2:20][CH2:19][O:18][CH2:17][CH2:16]3)[CH2:11][CH2:10]2)[CH:6]=[CH:5][C:4]=1[NH:21][C:25]1[N:30]=[CH:29][C:28]2=[CH:31][CH:32]=[C:33]([N:34]3[CH:38]=[CH:37][CH:36]=[N:35]3)[N:27]2[N:26]=1. The catalyst class is: 16. Reactant: [CH3:1][O:2][C:3]1[CH:8]=[C:7]([N:9]2[CH2:14][CH2:13][CH:12]([N:15]3[CH2:20][CH2:19][O:18][CH2:17][CH2:16]3)[CH2:11][CH2:10]2)[CH:6]=[CH:5][C:4]=1[NH2:21].CS([C:25]1[N:30]=[CH:29][C:28]2=[CH:31][CH:32]=[C:33]([N:34]3[CH:38]=[CH:37][CH:36]=[N:35]3)[N:27]2[N:26]=1)=O.C(N(CC)C(C)C)(C)C.COCC(O)C. (5) Reactant: F[C:2]1[CH:9]=[CH:8][C:7]([CH2:10][C:11]([CH3:14])([CH3:13])[CH3:12])=[CH:6][C:3]=1[C:4]#[N:5].C(=O)([O-])[O-].[K+].[K+].[NH:21]1[CH2:25][CH2:24][CH:23]([OH:26])[CH2:22]1. Product: [CH3:12][C:11]([CH3:14])([CH3:13])[CH2:10][C:7]1[CH:8]=[CH:9][C:2]([N:21]2[CH2:25][CH2:24][CH:23]([OH:26])[CH2:22]2)=[C:3]([CH:6]=1)[C:4]#[N:5]. The catalyst class is: 3. (6) Reactant: C([O:3][C:4](=O)[NH:5][C:6]1[S:7][C:8]2[C:13]([N:14]3[C:18]([C:19]4[CH:24]=[CH:23][CH:22]=[CH:21][C:20]=4[Cl:25])=[CH:17][N:16]=[CH:15]3)=[N:12][NH:11][C:9]=2[N:10]=1)C.C(O)C.[CH3:30][NH2:31]. Product: [Cl:25][C:20]1[CH:21]=[CH:22][CH:23]=[CH:24][C:19]=1[C:18]1[N:14]([C:13]2[C:8]3[S:7][C:6]([NH:5][C:4]([NH:31][CH3:30])=[O:3])=[N:10][C:9]=3[NH:11][N:12]=2)[CH:15]=[N:16][CH:17]=1. The catalyst class is: 16. (7) Reactant: [CH3:1][O:2][C:3]([C:5]1[CH:6]=[CH:7][C:8]([C:11]([OH:13])=O)=[N:9][CH:10]=1)=[O:4].C(Cl)(=O)C(Cl)=O.[O:20]1[CH2:25][CH2:24][CH:23]([NH2:26])[CH2:22][CH2:21]1. Product: [O:20]1[CH2:25][CH2:24][CH:23]([NH:26][C:11]([C:8]2[CH:7]=[CH:6][C:5]([C:3]([O:2][CH3:1])=[O:4])=[CH:10][N:9]=2)=[O:13])[CH2:22][CH2:21]1. The catalyst class is: 4. (8) Reactant: [C:1]([C:5]1[CH:36]=[CH:35][C:8]([CH2:9][O:10][C:11]2[CH:16]=[CH:15][C:14]([C:17]3[CH:22]=[CH:21][C:20]([O:23][C:24]([F:27])([F:26])[F:25])=[CH:19][CH:18]=3)=[CH:13][C:12]=2[NH:28][C:29](=[O:34])[C:30]([O:32][CH3:33])=[O:31])=[CH:7][CH:6]=1)([CH3:4])([CH3:3])[CH3:2].CI.[C:39](=O)([O-])[O-].[K+].[K+].C1OCCOCCOCCOCCOCCOC1. Product: [C:1]([C:5]1[CH:6]=[CH:7][C:8]([CH2:9][O:10][C:11]2[CH:16]=[CH:15][C:14]([C:17]3[CH:22]=[CH:21][C:20]([O:23][C:24]([F:25])([F:26])[F:27])=[CH:19][CH:18]=3)=[CH:13][C:12]=2[N:28]([CH3:39])[C:29](=[O:34])[C:30]([O:32][CH3:33])=[O:31])=[CH:35][CH:36]=1)([CH3:4])([CH3:2])[CH3:3]. The catalyst class is: 192. (9) Reactant: [Cl:1][C:2]1[CH:7]=[CH:6][C:5]([C:8]2[N:9]=[C:10]3[N:14]([C:15]=2[CH2:16][OH:17])[CH:13]=[C:12]([C:18]([O-:20])=O)[S:11]3)=[CH:4][CH:3]=1.[Na+].[CH3:22][N:23]1[CH2:28][CH2:27][NH:26][CH2:25][CH2:24]1.CN(C(ON1N=NC2C=CC=CC1=2)=[N+](C)C)C.[B-](F)(F)(F)F.C(N(CC)CC)C. Product: [Cl:1][C:2]1[CH:3]=[CH:4][C:5]([C:8]2[N:9]=[C:10]3[N:14]([C:15]=2[CH2:16][OH:17])[CH:13]=[C:12]([C:18]([N:26]2[CH2:27][CH2:28][N:23]([CH3:22])[CH2:24][CH2:25]2)=[O:20])[S:11]3)=[CH:6][CH:7]=1. The catalyst class is: 3.